From a dataset of hERG Central: cardiac toxicity at 1µM, 10µM, and general inhibition. Predict hERG channel inhibition at various concentrations. (1) The molecule is O=C(O)C(=O)O.O=[N+]([O-])c1cccc(CN2CCN(Cc3ccc(Cl)cc3)CC2)c1. Results: hERG_inhib (hERG inhibition (general)): blocker. (2) The drug is C=CCOc1ccccc1CN1CCN(CCc2ccccc2)C(CCO)C1. Results: hERG_inhib (hERG inhibition (general)): blocker. (3) The molecule is CCn1c(SCC(=O)Nc2ccc(OC)cc2)nc2nc3c(cc2c1=O)COC(C)(C)C3. Results: hERG_inhib (hERG inhibition (general)): blocker. (4) The drug is N=c1c(C(=O)NCC2CCCO2)cc2c(=O)n3ccccc3nc2n1Cc1ccco1. Results: hERG_inhib (hERG inhibition (general)): blocker. (5) The drug is CCc1cccc(NC(=O)c2ccc3c(=O)n4c(nc3c2)CCCCC4)c1. Results: hERG_inhib (hERG inhibition (general)): blocker. (6) The molecule is COc1ccc(CN2CCC(c3nc4ccc(Cl)cc4[nH]3)CC2)cc1. Results: hERG_inhib (hERG inhibition (general)): blocker. (7) The drug is O=C(/C=C/c1cn(CC(O)CN2CCCCCC2)c2ccccc12)c1cccs1. Results: hERG_inhib (hERG inhibition (general)): blocker. (8) The molecule is Cc1cccc(C(=O)N(CCCN(C)C)c2nc(CC(=O)Nc3ccc(Cl)cc3)cs2)c1.Cl. Results: hERG_inhib (hERG inhibition (general)): blocker.